Dataset: Full USPTO retrosynthesis dataset with 1.9M reactions from patents (1976-2016). Task: Predict the reactants needed to synthesize the given product. (1) Given the product [CH2:1]([O:3][C:4]1[N:8]=[C:7]([CH:9]2[CH2:14][CH:13]([C:15]3[CH:20]=[CH:19][C:18]([C:21]([F:24])([F:22])[F:23])=[CH:17][CH:16]=3)[CH2:12][N:11]([C:25]([N:27]3[CH2:28][CH2:29][S:30](=[O:41])[CH2:31][CH2:32]3)=[O:26])[CH2:10]2)[O:6][N:5]=1)[CH3:2], predict the reactants needed to synthesize it. The reactants are: [CH2:1]([O:3][C:4]1[N:8]=[C:7]([CH:9]2[CH2:14][CH:13]([C:15]3[CH:20]=[CH:19][C:18]([C:21]([F:24])([F:23])[F:22])=[CH:17][CH:16]=3)[CH2:12][N:11]([C:25]([N:27]3[CH2:32][CH2:31][S:30][CH2:29][CH2:28]3)=[O:26])[CH2:10]2)[O:6][N:5]=1)[CH3:2].ClC1C=CC=C(C(OO)=[O:41])C=1. (2) Given the product [C:13](=[O:14])([O:15][C:16]1[CH:17]=[CH:18][C:19]([N+:22]([O-:24])=[O:23])=[CH:20][CH:21]=1)[O:11][CH2:10][C:8]1[O:7][N:6]=[C:5]([C:3](=[O:4])[NH:2][CH3:1])[CH:9]=1, predict the reactants needed to synthesize it. The reactants are: [CH3:1][NH:2][C:3]([C:5]1[CH:9]=[C:8]([CH2:10][OH:11])[O:7][N:6]=1)=[O:4].Cl[C:13]([O:15][C:16]1[CH:21]=[CH:20][C:19]([N+:22]([O-:24])=[O:23])=[CH:18][CH:17]=1)=[O:14].N1C=CC=CC=1. (3) Given the product [CH2:24]([C:4]1[CH:3]=[C:2]([CH2:29][CH2:30][C:31]2[CH:20]=[CH:21][C:22]([CH2:23][C:34]([OH:36])=[O:35])=[CH:33][CH:32]=2)[CH:15]=[C:6]2[C:5]=1[O:12][C:9]([CH3:11])([CH3:10])[CH2:8][C:7]2([CH3:13])[CH3:14])[CH3:25], predict the reactants needed to synthesize it. The reactants are: Br[C:2]1[CH:3]=[C:4](C2CC2)[C:5]2[O:12][C:9]3([CH2:11][CH2:10]3)[CH2:8][C:7]([CH3:14])([CH3:13])[C:6]=2[CH:15]=1.O1[CH2:23][CH2:22][CH2:21][CH2:20]1.[C:24]([Li])(C)(C)[CH3:25].[CH3:29][CH2:30][CH2:31][CH2:32][CH3:33].[C:34](=[O:36])=[O:35]. (4) Given the product [CH:11]1([C:2]2[CH:7]=[CH:6][N:5]=[CH:4][C:3]=2[N+:8]([O-:10])=[O:9])[CH2:13][CH2:12]1, predict the reactants needed to synthesize it. The reactants are: Cl[C:2]1[CH:7]=[CH:6][N:5]=[CH:4][C:3]=1[N+:8]([O-:10])=[O:9].[CH:11]1(B(O)O)[CH2:13][CH2:12]1.C1(C)C(C)=CC=CC=1.C(=O)([O-])[O-].[K+].[K+]. (5) Given the product [Cl:10][C:11]1[CH:16]=[CH:15][CH:14]=[CH:13][C:12]=1[C:17]1([CH2:22][C:23]([OH:39])([C:2]#[C:3][C:4]2[CH:9]=[CH:8][CH:7]=[CH:6][CH:5]=2)[C:24]([NH:26][C:27]2[CH:28]=[CH:29][C:30]3[C:35](=[O:36])[O:34][N:33]=[C:32]([CH3:37])[C:31]=3[CH:38]=2)=[O:25])[CH2:21][CH2:20][CH2:19][CH2:18]1, predict the reactants needed to synthesize it. The reactants are: [Li+].[C-:2]#[C:3][C:4]1[CH:9]=[CH:8][CH:7]=[CH:6][CH:5]=1.[Cl:10][C:11]1[CH:16]=[CH:15][CH:14]=[CH:13][C:12]=1[C:17]1([CH2:22][C:23](=[O:39])[C:24]([NH:26][C:27]2[CH:28]=[CH:29][C:30]3[C:35](=[O:36])[O:34][N:33]=[C:32]([CH3:37])[C:31]=3[CH:38]=2)=[O:25])[CH2:21][CH2:20][CH2:19][CH2:18]1. (6) The reactants are: [CH2:1]([NH2:4])[CH2:2][CH3:3].[Br:5][CH2:6][CH2:7][CH2:8][CH2:9][C:10]1([C:23](Cl)=[O:24])[C:22]2[CH:21]=[CH:20][CH:19]=[CH:18][C:17]=2[C:16]2[C:11]1=[CH:12][CH:13]=[CH:14][CH:15]=2. Given the product [CH2:1]([NH:4][C:23]([C:10]1([CH2:9][CH2:8][CH2:7][CH2:6][Br:5])[C:22]2[CH:21]=[CH:20][CH:19]=[CH:18][C:17]=2[C:16]2[C:11]1=[CH:12][CH:13]=[CH:14][CH:15]=2)=[O:24])[CH2:2][CH3:3], predict the reactants needed to synthesize it.